From a dataset of Catalyst prediction with 721,799 reactions and 888 catalyst types from USPTO. Predict which catalyst facilitates the given reaction. (1) Reactant: [Br:1][C:2]1[CH:11]=[C:10]2[C:5]([CH:6]=[CH:7][N:8]=[C:9]2[O:12][C@H:13]2[CH2:17][N:16]([C:18]([O:20][C:21]([CH3:24])([CH3:23])[CH3:22])=[O:19])[C@H:15]([C:25]([OH:27])=[O:26])[CH2:14]2)=[CH:4][C:3]=1[O:28][CH3:29].[Si](C=[N+]=[N-])(C)(C)[CH3:31]. Product: [Br:1][C:2]1[CH:11]=[C:10]2[C:5]([CH:6]=[CH:7][N:8]=[C:9]2[O:12][C@H:13]2[CH2:17][N:16]([C:18]([O:20][C:21]([CH3:23])([CH3:24])[CH3:22])=[O:19])[C@H:15]([C:25]([O:27][CH3:31])=[O:26])[CH2:14]2)=[CH:4][C:3]=1[O:28][CH3:29]. The catalyst class is: 5. (2) Product: [F:35][C:36]([F:49])([F:48])[S:37]([O:1][C:2]1[CH:19]=[C:18]2[C:5]([C@H:6]3[C@H:15]([CH2:16][S:17]2(=[O:21])=[O:20])[C@:14]2([CH3:22])[C@H:9]([C:10]([CH3:24])([CH3:23])[CH2:11][CH2:12][CH2:13]2)[CH2:8][CH2:7]3)=[C:4]([O:26][CH3:27])[CH:3]=1)(=[O:39])=[O:38]. The catalyst class is: 2. Reactant: [OH:1][C:2]1[CH:19]=[C:18]2[C:5]([C@@:6]3(C)[C@H:15]([CH2:16][S:17]2(=[O:21])=[O:20])[C@:14]2([CH3:22])[C@H:9]([C:10]([CH3:24])([CH3:23])[CH2:11][CH2:12][CH2:13]2)[CH2:8][CH2:7]3)=[C:4]([O:26][CH3:27])[CH:3]=1.C(N(CC)CC)C.[F:35][C:36]([F:49])([F:48])[S:37](O[S:37]([C:36]([F:49])([F:48])[F:35])(=[O:39])=[O:38])(=[O:39])=[O:38]. (3) Reactant: [Si:1]([O:8][CH2:9][C@H:10]1[C@H:14]([O:15][CH:16]2[CH2:21][CH2:20][CH2:19][CH2:18][O:17]2)[CH2:13][C@H:12]([OH:22])[C@@H:11]1[CH2:23]/[CH:24]=[CH:25]\[CH2:26][CH2:27][CH2:28][C:29]([OH:31])=[O:30])([C:4]([CH3:7])([CH3:6])[CH3:5])([CH3:3])[CH3:2].[C:32]1(C2CCCCCCCCCC=2)CCCCCCCCNN=1.CI. Product: [Si:1]([O:8][CH2:9][C@H:10]1[C@H:14]([O:15][CH:16]2[CH2:21][CH2:20][CH2:19][CH2:18][O:17]2)[CH2:13][C@H:12]([OH:22])[C@@H:11]1[CH2:23]/[CH:24]=[CH:25]\[CH2:26][CH2:27][CH2:28][C:29]([O:31][CH3:32])=[O:30])([C:4]([CH3:7])([CH3:6])[CH3:5])([CH3:3])[CH3:2]. The catalyst class is: 10. (4) Reactant: C([Cl:9])(=O)C1C=CC=CC=1.[C:10]1([C:16]2([C:22]3[N:23]([CH2:27][C:28]4[CH:33]=[CH:32][CH:31]=[CH:30][CH:29]=4)C=CN=3)CCNCC2)[CH:15]=[CH:14][CH:13]=[CH:12][CH:11]=1.[CH2:34]([N:36]([CH2:39][CH3:40])[CH2:37][CH3:38])C.O. Product: [ClH:9].[Cl:9][C:22]([C:16]1([C:10]2[CH:15]=[CH:14][CH:13]=[CH:12][CH:11]=2)[CH2:40][CH2:39][N:36]([CH3:34])[CH2:37][CH2:38]1)=[N:23][CH2:27][C:28]1[CH:33]=[CH:32][CH:31]=[CH:30][CH:29]=1. The catalyst class is: 2. (5) Reactant: [F:1][C:2]1[CH:7]=[CH:6][C:5]([N+:8]([O-])=O)=[CH:4][C:3]=1[S:11](Cl)(=O)=O.O.O.Cl[Sn]Cl. The catalyst class is: 33. Product: [F:1][C:2]1[CH:7]=[CH:6][C:5]([NH2:8])=[CH:4][C:3]=1[SH:11]. (6) Product: [CH3:7][C:8]1[CH:13]=[C:12]([OH:14])[C:11]([CH3:15])=[CH:10][C:9]=1[SH:16]. The catalyst class is: 7. Reactant: [H-].[H-].[H-].[H-].[Al+3].[Li+].[CH3:7][C:8]1[CH:13]=[C:12]([OH:14])[C:11]([CH3:15])=[CH:10][C:9]=1[S:16]C#N. (7) Reactant: [Br:1][C:2]1[C:9]([F:10])=[C:8]([F:11])[C:7](F)=[CH:6][C:3]=1C=O.C(N(CC)CC)C.[CH3:20][C@H:21]1[O:26][C@@H:25]([CH3:27])[CH2:24][NH:23][CH2:22]1.[C:28](=[O:31])(O)[O-].[Na+]. Product: [Br:1][C:2]1[CH:3]=[C:6]([C:7]([N:23]2[CH2:24][C@H:25]([CH3:27])[O:26][C@H:21]([CH3:20])[CH2:22]2)=[C:8]([F:11])[C:9]=1[F:10])[CH:28]=[O:31]. The catalyst class is: 10.